This data is from Forward reaction prediction with 1.9M reactions from USPTO patents (1976-2016). The task is: Predict the product of the given reaction. (1) Given the reactants [CH3:1][C:2]1[C:6]2[C:7](=[O:18])[N:8]([CH2:11][CH2:12][N:13]3[CH2:17][CH2:16][CH2:15][CH2:14]3)[CH2:9][CH2:10][C:5]=2[NH:4][C:3]=1[CH:19]=O.[OH:21][CH2:22][CH2:23][C:24]1[CH:32]=[CH:31][CH:30]=[C:29]2[C:25]=1[CH2:26][C:27](=[O:33])[NH:28]2, predict the reaction product. The product is: [OH:21][CH2:22][CH2:23][C:24]1[CH:32]=[CH:31][CH:30]=[C:29]2[C:25]=1[C:26](=[CH:19][C:3]1[NH:4][C:5]3[CH2:10][CH2:9][N:8]([CH2:11][CH2:12][N:13]4[CH2:14][CH2:15][CH2:16][CH2:17]4)[C:7](=[O:18])[C:6]=3[C:2]=1[CH3:1])[C:27](=[O:33])[NH:28]2. (2) The product is: [O:12]=[C:3]1[CH:2]([NH:1][S:28]([C:22]2[CH:27]=[CH:26][CH:25]=[CH:24][CH:23]=2)(=[O:30])=[O:29])[CH2:11][C:10]2[C:5](=[CH:6][CH:7]=[CH:8][CH:9]=2)[NH:4]1. Given the reactants [NH2:1][CH:2]1[CH2:11][C:10]2[C:5](=[CH:6][CH:7]=[CH:8][CH:9]=2)[NH:4][C:3]1=[O:12].CCN(C(C)C)C(C)C.[C:22]1([S:28](Cl)(=[O:30])=[O:29])[CH:27]=[CH:26][CH:25]=[CH:24][CH:23]=1, predict the reaction product. (3) Given the reactants [CH3:1][S:2]([C:5]1[CH:10]=[CH:9][C:8]([S:11][CH3:12])=[CH:7][CH:6]=1)(=[O:4])=[O:3].[Li]CCCC.B(F)(F)F.CCOCC.[O:27]1[CH:33]2[CH:28]1[CH2:29][O:30][CH2:31][CH2:32]2.Cl, predict the reaction product. The product is: [CH3:12][S:11][C:8]1[CH:9]=[CH:10][C:5]([S:2]([CH2:1][C@@H:33]2[CH2:32][CH2:31][O:30][CH2:29][C@H:28]2[OH:27])(=[O:4])=[O:3])=[CH:6][CH:7]=1. (4) Given the reactants S(O)(O)(=O)=O.[NH2:14][C:7]1[CH:12]=[C:11]([NH2:13])[N:10]=[CH:9][N:8]=1.[NH2:14][C:7]1[CH:12]=[C:11]([NH2:13])[N:10]=[CH:9][N:8]=1.C(N(C(C)C)CC)(C)C.Cl[C:32]1[S:33][C:34]([C:37]#[N:38])=[CH:35][N:36]=1, predict the reaction product. The product is: [NH2:14][C:9]1[N:10]=[C:11]([NH:13][C:32]2[S:33][C:34]([C:37]#[N:38])=[CH:35][N:36]=2)[CH:12]=[CH:7][N:8]=1. (5) Given the reactants [C:1]([CH2:3][C:4](ON1C(=O)CCC1=O)=[O:5])#[N:2].C(N(CC)CC)C.Cl.[O:22]=[C:23]1[C:28]([NH:29][C:30]2[N:38]=[C:37]3[C:33]([NH:34][C:35](=[O:45])[N:36]3[C@@H:39]3[CH2:44][CH2:43][CH2:42][NH:41][CH2:40]3)=[CH:32][N:31]=2)=[CH:27][CH:26]=[CH:25][NH:24]1, predict the reaction product. The product is: [O:5]=[C:4]([N:41]1[CH2:42][CH2:43][CH2:44][C@@H:39]([N:36]2[C:35](=[O:45])[NH:34][C:33]3[C:37]2=[N:38][C:30]([NH:29][C:28]2[C:23](=[O:22])[NH:24][CH:25]=[CH:26][CH:27]=2)=[N:31][CH:32]=3)[CH2:40]1)[CH2:3][C:1]#[N:2]. (6) Given the reactants Br[C:2]1[CH:3]=[C:4]([C:9]2[N:10]=[C:11]([CH:21]([CH3:23])[CH3:22])[NH:12][C:13]=2[C:14]2[CH:19]=[CH:18][CH:17]=[C:16]([CH3:20])[N:15]=2)[CH:5]=[CH:6][C:7]=1[F:8].CC1(C)C(C)(C)OB([C:32]2[CH:44]=[CH:43][C:35]([CH2:36][N:37]3[CH2:42][CH2:41][O:40][CH2:39][CH2:38]3)=[CH:34][CH:33]=2)O1, predict the reaction product. The product is: [F:8][C:7]1[CH:6]=[CH:5][C:4]([C:9]2[NH:10][C:11]([CH:21]([CH3:23])[CH3:22])=[N:12][C:13]=2[C:14]2[CH:19]=[CH:18][CH:17]=[C:16]([CH3:20])[N:15]=2)=[CH:3][C:2]=1[C:32]1[CH:33]=[CH:34][C:35]([CH2:36][N:37]2[CH2:42][CH2:41][O:40][CH2:39][CH2:38]2)=[CH:43][CH:44]=1. (7) The product is: [F:24][C:23]([F:26])([F:25])[C:17]1([CH2:16][N:13]2[CH2:14][CH2:15][CH:10]([CH2:9][O:8][C:5]3[N:6]=[CH:7][C:2]([C:34]4[CH:35]=[CH:36][C:31]([C:29]([O:28][CH3:27])=[O:30])=[CH:32][CH:33]=4)=[CH:3][CH:4]=3)[CH2:11][CH2:12]2)[CH2:22][CH2:21][CH2:20][CH2:19][CH2:18]1. Given the reactants Br[C:2]1[CH:3]=[CH:4][C:5]([O:8][CH2:9][CH:10]2[CH2:15][CH2:14][N:13]([CH2:16][C:17]3([C:23]([F:26])([F:25])[F:24])[CH2:22][CH2:21][CH2:20][CH2:19][CH2:18]3)[CH2:12][CH2:11]2)=[N:6][CH:7]=1.[CH3:27][O:28][C:29]([C:31]1[CH:36]=[CH:35][C:34](B(O)O)=[CH:33][CH:32]=1)=[O:30].C([O-])([O-])=O.[Cs+].[Cs+].O1CCOCC1, predict the reaction product.